This data is from Experimentally validated miRNA-target interactions with 360,000+ pairs, plus equal number of negative samples. The task is: Binary Classification. Given a miRNA mature sequence and a target amino acid sequence, predict their likelihood of interaction. (1) The miRNA is ath-miR402 with sequence UUCGAGGCCUAUUAAACCUCUG. The protein sequence of the target gene is MAAVGRVGSFGSSPPGLSSTYTGGPLGNEIASGNGGAAAGDDEDGQNLWSCILSEVSTRSRSKLPAGKNVLLLGEDGAGKTSLIRKIQGIEEYKKGRGLEYLYLNVHDEDRDDQTRCNVWILDGDLYHKGLLKFSLDAVSLKDTLVMLVVDMSKPWTALDSLQKWASVVREHVDKLKIPPEEMKQMEQKLIRDFQEYVEPGEDFPASPQRRNTASQEDKDDSVVLPLGADTLTHNLGIPVLVVCTKCDAISVLEKEHDYRDEHFDFIQSHIRKFCLQYGAALIYTSVKENKNIDLVYKYI.... Result: 0 (no interaction). (2) The miRNA is hsa-miR-642b-3p with sequence AGACACAUUUGGAGAGGGACCC. The protein sequence of the target gene is MGNVQERPSETIDRERKRLVETLQADSGLLLDALVARGVLTGPEYEALDALPDAERRVRRLLLLVQSKGEAACQELLRCAQQTVRMPDPAWDWQHVGPGYRNRSYDPSCPGHWTPEAPSSGTTCPELPRASEQEEVGGPEGSEALQPRTPEEPELEAEATEGDEPDLEQEMNPEQEPEPEPEPEPEPEPEPEPEPEPEPEPEPEPEPEPDFQEEDESEDS. Result: 0 (no interaction).